Dataset: Full USPTO retrosynthesis dataset with 1.9M reactions from patents (1976-2016). Task: Predict the reactants needed to synthesize the given product. (1) Given the product [F:9][C:5]1[CH:6]=[C:7]([F:8])[C:2]([F:1])=[C:3]([CH2:11][C@H:12]([S:23]([CH3:22])(=[O:25])=[O:24])[CH3:13])[C:4]=1[F:10], predict the reactants needed to synthesize it. The reactants are: [F:1][C:2]1[C:7]([F:8])=[CH:6][C:5]([F:9])=[C:4]([F:10])[C:3]=1[CH2:11][C@H:12](O)[CH3:13].CCN(CC)CC.[CH3:22][S:23](Cl)(=[O:25])=[O:24].C([O-])(O)=O.[Na+]. (2) Given the product [Cl:1][C:2]1[CH:9]=[CH:8][C:5]([C:6]#[N:7])=[C:4]([C:10]2[C:15]([O:16][CH:17]([F:18])[F:19])=[CH:14][NH:13][C:12](=[O:20])[CH:11]=2)[CH:3]=1, predict the reactants needed to synthesize it. The reactants are: [Cl:1][C:2]1[CH:9]=[CH:8][C:5]([C:6]#[N:7])=[C:4]([C:10]2[C:15]([O:16][CH:17]([F:19])[F:18])=[CH:14][N:13]=[C:12]([O:20]C)[CH:11]=2)[CH:3]=1.Br.[NH+]1C=CC=CC=1. (3) Given the product [CH3:7][O:6][C:5]1[CH:4]=[C:3]([CH2:2][N:12]2[CH2:17][CH2:16][CH2:15][CH2:14][CH2:13]2)[CH:11]=[CH:10][C:8]=1[OH:9], predict the reactants needed to synthesize it. The reactants are: O=[CH:2][C:3]1[CH:11]=[CH:10][C:8]([OH:9])=[C:5]([O:6][CH3:7])[CH:4]=1.[NH:12]1[CH2:17][CH2:16][CH2:15][CH2:14][CH2:13]1.C(O)=O.Cl. (4) Given the product [C:1]([NH:5][S:6]([C:9]1[CH:14]=[CH:13][C:12]([C:15]2[N:19]([CH2:20][CH:21]3[CH2:26][CH2:25][CH2:24][CH2:23][CH2:22]3)[C:18]([Cl:50])=[C:17]([C:27]([NH:29][CH2:30][CH2:31][C:32]([CH3:37])([CH3:38])[C:33]([O:35][CH3:36])=[O:34])=[O:28])[CH:16]=2)=[CH:11][C:10]=1[C:39]([F:41])([F:42])[F:40])(=[O:8])=[O:7])([CH3:2])([CH3:3])[CH3:4], predict the reactants needed to synthesize it. The reactants are: [C:1]([NH:5][S:6]([C:9]1[CH:14]=[CH:13][C:12]([C:15]2[N:19]([CH2:20][CH:21]3[CH2:26][CH2:25][CH2:24][CH2:23][CH2:22]3)[CH:18]=[C:17]([C:27]([NH:29][CH2:30][CH2:31][C:32]([CH3:38])([CH3:37])[C:33]([O:35][CH3:36])=[O:34])=[O:28])[CH:16]=2)=[CH:11][C:10]=1[C:39]([F:42])([F:41])[F:40])(=[O:8])=[O:7])([CH3:4])([CH3:3])[CH3:2].C1C(=O)N([Cl:50])C(=O)C1. (5) Given the product [NH2:24][C:16]([CH2:15][CH2:14][C:11]1[CH:12]=[CH:13][C:8]([C:5]2[CH:6]=[CH:7][C:2]([S:36][C:33]3[CH:34]=[CH:35][C:30]([F:29])=[CH:31][CH:32]=3)=[CH:3][C:4]=2[F:28])=[CH:9][CH:10]=1)([CH2:21][OH:20])[CH2:17][OH:18], predict the reactants needed to synthesize it. The reactants are: Br[C:2]1[CH:7]=[CH:6][C:5]([C:8]2[CH:13]=[CH:12][C:11]([CH2:14][CH2:15][C:16]3([NH:24]C(=O)C)[CH2:21][O:20]C(C)(C)[O:18][CH2:17]3)=[CH:10][CH:9]=2)=[C:4]([F:28])[CH:3]=1.[F:29][C:30]1[CH:35]=[CH:34][C:33]([SH:36])=[CH:32][CH:31]=1.C(N(C(C)C)CC)(C)C.C1(P(C2C=CC=CC=2)C2C3OC4C(=CC=CC=4P(C4C=CC=CC=4)C4C=CC=CC=4)C(C)(C)C=3C=CC=2)C=CC=CC=1. (6) Given the product [CH3:4][C:5]1[C:9]([C:10]2[C:19]3[O:18][CH2:17][C@H:16]([C:20]4[CH:25]=[CH:24][CH:23]=[CH:22][N:21]=4)[N:15]4[C:26]([N:28]5[CH2:33][CH2:32][N:31]([CH2:42][C:43]([N:45]([CH3:47])[CH3:46])=[O:44])[CH2:30][CH2:29]5)=[N:27][C:13]([C:14]=34)=[CH:12][CH:11]=2)=[C:8]([CH3:34])[O:7][N:6]=1, predict the reactants needed to synthesize it. The reactants are: Cl.Cl.Cl.[CH3:4][C:5]1[C:9]([C:10]2[C:19]3[O:18][CH2:17][C@H:16]([C:20]4[CH:25]=[CH:24][CH:23]=[CH:22][N:21]=4)[N:15]4[C:26]([N:28]5[CH2:33][CH2:32][NH:31][CH2:30][CH2:29]5)=[N:27][C:13]([C:14]=34)=[CH:12][CH:11]=2)=[C:8]([CH3:34])[O:7][N:6]=1.C(=O)([O-])[O-].[K+].[K+].Cl[CH2:42][C:43]([N:45]([CH3:47])[CH3:46])=[O:44]. (7) Given the product [F:48][C:13]1[CH:14]=[C:15]2[C:10](=[CH:11][CH:12]=1)[S:9][CH:8]([CH2:5][CH2:4][CH3:3])[C:17]([C:18]1[CH:19]=[CH:20][C:21]3[O:26][CH2:25][C:24](=[O:27])[NH:23][C:22]=3[CH:28]=1)=[CH:16]2, predict the reactants needed to synthesize it. The reactants are: BrC1C=C[C:5]([CH:8]2[C:17]([C:18]3[CH:19]=[CH:20][C:21]4[O:26][CH2:25][C:24](=[O:27])[NH:23][C:22]=4[CH:28]=3)=[CH:16][C:15]3[C:10](=[CH:11][CH:12]=[CH:13][CH:14]=3)[S:9]2)=[CH:4][CH:3]=1.BrC(CCC)C(C1C=CC2OCC(=O)NC=2C=1)=O.[Br-].[F:48]C1C=CC(S)=C(C=1)C[P+](C1C=CC=CC=1)(C1C=CC=CC=1)C1C=CC=CC=1. (8) Given the product [C:29]([C:25]1[CH:24]=[C:23]([O:22][C:18]2[CH:17]=[C:16]([CH2:15][CH2:14][C:13]([NH:12][C:4]3[CH:5]=[C:6]([C:8]([F:11])([F:10])[F:9])[CH:7]=[C:2]([C:36]#[C:35][CH2:34][N:33]([CH3:37])[CH3:32])[CH:3]=3)=[O:31])[CH:21]=[CH:20][CH:19]=2)[CH:28]=[CH:27][N:26]=1)#[N:30], predict the reactants needed to synthesize it. The reactants are: Br[C:2]1[CH:3]=[C:4]([NH:12][C:13](=[O:31])[CH2:14][CH2:15][C:16]2[CH:21]=[CH:20][CH:19]=[C:18]([O:22][C:23]3[CH:28]=[CH:27][N:26]=[C:25]([C:29]#[N:30])[CH:24]=3)[CH:17]=2)[CH:5]=[C:6]([C:8]([F:11])([F:10])[F:9])[CH:7]=1.[CH3:32][N:33]([CH3:37])[CH2:34][C:35]#[CH:36]. (9) Given the product [F:34][C:33]([F:35])([F:36])[C:31]1[CH:32]=[C:27]([CH:28]=[C:29]([C:37]([F:40])([F:38])[F:39])[CH:30]=1)[C:24]1[CH:25]=[CH:26][C:21]([CH2:20][C:12]2([S:9]([C:6]3[CH:7]=[CH:8][C:3]([O:2][CH3:1])=[CH:4][CH:5]=3)(=[O:10])=[O:11])[S:16][C:15](=[O:17])[NH:14][C:13]2=[O:18])=[CH:22][CH:23]=1, predict the reactants needed to synthesize it. The reactants are: [CH3:1][O:2][C:3]1[CH:8]=[CH:7][C:6]([S:9]([CH:12]2[S:16][C:15](=[O:17])[NH:14][C:13]2=[O:18])(=[O:11])=[O:10])=[CH:5][CH:4]=1.Br[CH2:20][C:21]1[CH:26]=[CH:25][C:24]([C:27]2[CH:32]=[C:31]([C:33]([F:36])([F:35])[F:34])[CH:30]=[C:29]([C:37]([F:40])([F:39])[F:38])[CH:28]=2)=[CH:23][CH:22]=1.C(OCC)C. (10) Given the product [CH2:1]([O:8][C:9]1[C:17]([C:18](=[O:22])[CH2:19][CH2:20][CH3:21])=[CH:16][CH:15]=[C:14]2[C:10]=1[CH:11]=[CH:12][N:13]2[CH3:23])[C:2]1[CH:3]=[CH:4][CH:5]=[CH:6][CH:7]=1, predict the reactants needed to synthesize it. The reactants are: [CH2:1]([O:8][C:9]1[C:17]([CH:18]([OH:22])[CH2:19][CH2:20][CH3:21])=[CH:16][CH:15]=[C:14]2[C:10]=1[CH:11]=[CH:12][N:13]2[CH3:23])[C:2]1[CH:7]=[CH:6][CH:5]=[CH:4][CH:3]=1.C[N+]1([O-])CCOCC1.